Dataset: Full USPTO retrosynthesis dataset with 1.9M reactions from patents (1976-2016). Task: Predict the reactants needed to synthesize the given product. (1) Given the product [Br:1][C:2]1[CH:7]=[C:6]([Cl:8])[CH:5]=[C:4]([CH2:9][CH3:10])[C:3]=1[CH2:11][C:12]([O:25][CH3:24])=[O:17], predict the reactants needed to synthesize it. The reactants are: [Br:1][C:2]1[CH:7]=[C:6]([Cl:8])[CH:5]=[C:4]([CH2:9][CH3:10])[C:3]=1[CH2:11][C:12](Br)(Cl)Cl.C[O-:17].[Na+].S(=O)(=O)(O)O.[C:24]([O-])(O)=[O:25].[Na+]. (2) Given the product [O:1]=[C:2]1[CH2:3][NH:4][CH2:5][CH2:6][N:7]1[C:8]1[CH:17]=[N:16][C:15]2[C:10]([N:9]=1)=[CH:11][C:12]([C:18]1[CH:23]=[C:22]([NH:24][S:25]([C:28]3[CH:33]=[CH:32][CH:31]=[CH:30][CH:29]=3)(=[O:27])=[O:26])[CH:21]=[N:20][CH:19]=1)=[CH:13][CH:14]=2, predict the reactants needed to synthesize it. The reactants are: [O:1]=[C:2]1[N:7]([C:8]2[CH:17]=[N:16][C:15]3[C:10](=[CH:11][C:12]([C:18]4[CH:19]=[N:20][CH:21]=[C:22]([NH:24][S:25]([C:28]5[CH:33]=[CH:32][CH:31]=[CH:30][CH:29]=5)(=[O:27])=[O:26])[CH:23]=4)=[CH:13][CH:14]=3)[N:9]=2)[CH2:6][CH2:5][N:4](C(OC(C)(C)C)=O)[CH2:3]1.FC(F)(F)C(O)=O. (3) Given the product [CH2:1]([N:3]1[CH:7]=[C:6]([C:8]2[S:16][C:15]3[C:10](=[N:11][CH:12]=[CH:13][C:14]=3[O:17][C:18]3[CH:23]=[CH:22][C:21]([N:24]([C:57]4[CH:58]=[CH:59][CH:60]=[CH:55][C:56]=4[O:61][CH3:62])[C:93]([C:90]4([C:88]([NH2:87])=[O:89])[CH2:92][CH2:91]4)=[O:94])=[CH:20][C:19]=3[F:25])[CH:9]=2)[N:5]=[CH:4]1)[CH3:2], predict the reactants needed to synthesize it. The reactants are: [CH2:1]([N:3]1[CH:7]=[C:6]([C:8]2[S:16][C:15]3[C:10](=[N:11][CH:12]=[CH:13][C:14]=3[O:17][C:18]3[CH:23]=[CH:22][C:21]([NH2:24])=[CH:20][C:19]=3[F:25])[CH:9]=2)[N:5]=[CH:4]1)[CH3:2].F[C:55]1[CH:60]=[C:59](NC(=O)CC(N[C:55]2[CH:60]=[CH:59][CH:58]=[CH:57][C:56]=2[O:61][CH3:62])=O)[CH:58]=[CH:57][C:56]=1[O:61][C:62]1C=CN=C2C=C(C3N(C)C=CN=3)SC=12.COC1C=CC=CC=1NC(=O)CC(O)=O.COC1C=CC=CC=1[NH:87][C:88]([C:90]1([C:93](O)=[O:94])[CH2:92][CH2:91]1)=[O:89].